This data is from Catalyst prediction with 721,799 reactions and 888 catalyst types from USPTO. The task is: Predict which catalyst facilitates the given reaction. (1) Reactant: O.C1(C)C=CC(S(O)(=O)=O)=CC=1.COC1C=C(OC)C=CC=1C[NH:18][C:19]([C:21]1[C:25]([N:26]([CH3:37])[CH2:27][C:28]2[CH:33]=[CH:32][CH:31]=[C:30]([N+:34]([O-:36])=[O:35])[CH:29]=2)=[CH:24][NH:23][N:22]=1)=[O:20].CO.[OH-].[Na+]. Product: [CH3:37][N:26]([CH2:27][C:28]1[CH:33]=[CH:32][CH:31]=[C:30]([N+:34]([O-:36])=[O:35])[CH:29]=1)[C:25]1[C:21]([C:19]([NH2:18])=[O:20])=[N:22][NH:23][CH:24]=1. The catalyst class is: 727. (2) Reactant: [N+:1]([C:4]1[CH:9]=[CH:8][C:7]([OH:10])=[CH:6][CH:5]=1)([O-:3])=[O:2].[Br:11]Br. Product: [Br:11][C:8]1[CH:9]=[C:4]([N+:1]([O-:3])=[O:2])[CH:5]=[CH:6][C:7]=1[OH:10]. The catalyst class is: 15. (3) Reactant: [CH2:1]([N:8]1[CH:12]=[CH:11][CH:10]=[N:9]1)[C:2]1[CH:7]=[CH:6][CH:5]=[CH:4][CH:3]=1.C([Li])CCC.[C:18](=[O:20])=[O:19]. Product: [CH2:1]([N:8]1[C:12]([C:18]([OH:20])=[O:19])=[CH:11][CH:10]=[N:9]1)[C:2]1[CH:7]=[CH:6][CH:5]=[CH:4][CH:3]=1. The catalyst class is: 7.